Dataset: Full USPTO retrosynthesis dataset with 1.9M reactions from patents (1976-2016). Task: Predict the reactants needed to synthesize the given product. (1) Given the product [C:1]([O:5][C:6](=[O:18])[NH:7][C:8]1[CH:9]=[N:10][C:11]([C:14]2[N:17]=[C:24]([C:23]3[CH:27]=[CH:28][CH:29]=[C:21]([O:20][CH3:19])[C:22]=3[OH:30])[O:16][N:15]=2)=[CH:12][CH:13]=1)([CH3:4])([CH3:2])[CH3:3], predict the reactants needed to synthesize it. The reactants are: [C:1]([O:5][C:6](=[O:18])[NH:7][C:8]1[CH:9]=[N:10][C:11]([C:14](=[NH:17])[NH:15][OH:16])=[CH:12][CH:13]=1)([CH3:4])([CH3:3])[CH3:2].[CH3:19][O:20][C:21]1[CH:29]=[CH:28][CH:27]=[C:23]([C:24](O)=O)[C:22]=1[OH:30]. (2) Given the product [F:38][C:37]([F:40])([F:39])[C:35]([OH:41])=[O:36].[NH:8]1[CH2:9][CH:10]([NH:12][C:13]2[C:26]([CH:27]([CH3:32])[C:28]([F:31])([F:29])[F:30])=[CH:25][C:24]3[O:23][CH2:22][C:21]4=[N:20][NH:19][C:18](=[O:33])[CH:17]([CH3:34])[N:16]4[C:15]=3[CH:14]=2)[CH2:11]1, predict the reactants needed to synthesize it. The reactants are: C(OC([N:8]1[CH2:11][CH:10]([NH:12][C:13]2[CH:14]=[C:15]3[C:24](=[CH:25][C:26]=2[CH:27]([CH3:32])[C:28]([F:31])([F:30])[F:29])[O:23][CH2:22][C:21]2[N:16]3[CH:17]([CH3:34])[C:18](=[O:33])[NH:19][N:20]=2)[CH2:9]1)=O)(C)(C)C.[C:35]([OH:41])([C:37]([F:40])([F:39])[F:38])=[O:36]. (3) Given the product [C:23]([C:18]1([CH2:17][C:11]2[CH:12]=[C:13]([O:16][CH2:41][C:37]3[CH:36]=[C:35]([CH:28]([CH:25]4[CH2:26][CH2:27]4)[CH2:29][C:30]([O:32][CH2:33][CH3:34])=[O:31])[CH:40]=[CH:39][CH:38]=3)[CH:14]=[CH:15][C:10]=2[C:3]2[CH:4]=[C:5]([O:8][CH3:9])[CH:6]=[CH:7][C:2]=2[F:1])[CH2:19][CH2:20][CH2:21][CH2:22]1)#[N:24], predict the reactants needed to synthesize it. The reactants are: [F:1][C:2]1[CH:7]=[CH:6][C:5]([O:8][CH3:9])=[CH:4][C:3]=1[C:10]1[CH:15]=[CH:14][C:13]([OH:16])=[CH:12][C:11]=1[CH2:17][C:18]1([C:23]#[N:24])[CH2:22][CH2:21][CH2:20][CH2:19]1.[CH:25]1([CH:28]([C:35]2[CH:40]=[CH:39][CH:38]=[C:37]([CH2:41]OS(C)(=O)=O)[CH:36]=2)[CH2:29][C:30]([O:32][CH2:33][CH3:34])=[O:31])[CH2:27][CH2:26]1.C(=O)([O-])[O-].[Cs+].[Cs+].[Cl-].[NH4+]. (4) Given the product [Cl:1][C:2]1[N:11]=[C:10]([NH:12][C:13]2[NH:14][N:15]=[C:16]([CH:18]3[CH2:20][CH2:19]3)[CH:17]=2)[C:9]2[C:4](=[CH:5][CH:6]=[C:7]([C:24]3[CH:25]=[CH:26][CH:27]=[CH:28][C:23]=3[Cl:22])[CH:8]=2)[N:3]=1, predict the reactants needed to synthesize it. The reactants are: [Cl:1][C:2]1[N:11]=[C:10]([NH:12][C:13]2[NH:14][N:15]=[C:16]([CH:18]3[CH2:20][CH2:19]3)[CH:17]=2)[C:9]2[C:4](=[CH:5][CH:6]=[C:7](I)[CH:8]=2)[N:3]=1.[Cl:22][C:23]1[CH:28]=[CH:27][CH:26]=[CH:25][C:24]=1B(O)O.C1([O-])C=CC=CC=1.[K+].C([O-])(O)=O.[Na+]. (5) Given the product [F:15][C:16]1[C:21]([C@@H:22]([N:24]2[CH2:29][CH:28]([CH3:30])[O:27][C@H:26]([OH:31])[C:25]2=[O:32])[CH3:23])=[CH:20][CH:19]=[C:18]([F:33])[N:17]=1, predict the reactants needed to synthesize it. The reactants are: C([BH-](C(CC)C)C(CC)C)(CC)C.[Li+].[F:15][C:16]1[C:21]([C@@H:22]([N:24]2[CH2:29][C@H:28]([CH3:30])[O:27][C:26](=[O:31])[C:25]2=[O:32])[CH3:23])=[CH:20][CH:19]=[C:18]([F:33])[N:17]=1.[OH-].[Na+].OO.S([O-])(O)=O.[Na+]. (6) Given the product [CH3:19][CH:20]([CH3:36])[C:21]([NH:23][C:24]1[CH:29]=[CH:28][CH:27]=[C:26]([CH:30]2[CH2:35][CH2:34][N:33]([CH2:15][C:13]3[O:14][C:10]([C:7]4[CH:6]=[CH:5][C:4]([O:3][C:2]([F:1])([F:17])[F:18])=[CH:9][CH:8]=4)=[CH:11][CH:12]=3)[CH2:32][CH2:31]2)[CH:25]=1)=[O:22], predict the reactants needed to synthesize it. The reactants are: [F:1][C:2]([F:18])([F:17])[O:3][C:4]1[CH:9]=[CH:8][C:7]([C:10]2[O:14][C:13]([CH:15]=O)=[CH:12][CH:11]=2)=[CH:6][CH:5]=1.[CH3:19][CH:20]([CH3:36])[C:21]([NH:23][C:24]1[CH:29]=[CH:28][CH:27]=[C:26]([CH:30]2[CH2:35][CH2:34][NH:33][CH2:32][CH2:31]2)[CH:25]=1)=[O:22]. (7) Given the product [CH3:8][O:9][C:10]1[CH:18]=[CH:17][C:16]([O:19][CH3:20])=[C:15]2[C:11]=1[CH:12]=[C:13]([C:21]([NH:23][C@H:24]1[CH2:28][CH2:27][N:26]([CH3:2])[CH2:25]1)=[O:22])[NH:14]2, predict the reactants needed to synthesize it. The reactants are: F[C:2](F)(F)C(O)=O.[CH3:8][O:9][C:10]1[CH:18]=[CH:17][C:16]([O:19][CH3:20])=[C:15]2[C:11]=1[CH:12]=[C:13]([C:21]([NH:23][C@H:24]1[CH2:28][CH2:27][NH:26][CH2:25]1)=[O:22])[NH:14]2.N.